This data is from Full USPTO retrosynthesis dataset with 1.9M reactions from patents (1976-2016). The task is: Predict the reactants needed to synthesize the given product. (1) Given the product [C:48]([O:47][C:45]([N:37]([C:38]([O:40][C:41]([CH3:42])([CH3:43])[CH3:44])=[O:39])[C:33]1[C:34]2[C:29](=[CH:28][C:27]([NH:26][CH:54]([C:19]3[CH:20]=[CH:21][C:16]([CH2:15][CH2:14][CH2:13][N:11]([CH3:12])[C:10]([NH:9][C:5]4[CH:6]=[CH:7][CH:8]=[C:3]([C:1]#[N:2])[CH:4]=4)=[O:25])=[CH:17][CH:18]=3)[C:53]([OH:57])=[O:56])=[CH:36][CH:35]=2)[CH:30]=[CH:31][N:32]=1)=[O:46])([CH3:51])([CH3:50])[CH3:49], predict the reactants needed to synthesize it. The reactants are: [C:1]([C:3]1[CH:4]=[C:5]([NH:9][C:10](=[O:25])[N:11]([CH2:13][CH2:14][CH2:15][C:16]2[CH:21]=[CH:20][C:19](B(O)O)=[CH:18][CH:17]=2)[CH3:12])[CH:6]=[CH:7][CH:8]=1)#[N:2].[NH2:26][C:27]1[CH:28]=[C:29]2[C:34](=[CH:35][CH:36]=1)[C:33]([N:37]([C:45]([O:47][C:48]([CH3:51])([CH3:50])[CH3:49])=[O:46])[C:38]([O:40][C:41]([CH3:44])([CH3:43])[CH3:42])=[O:39])=[N:32][CH:31]=[CH:30]2.O.[C:53]([OH:57])(=[O:56])[CH:54]=O. (2) Given the product [Cl:24][C:5]1[CH:4]=[CH:3][C:2]([C:34]2([O:55][CH3:25])[C@H:33]([OH:32])[C@@H:38]([OH:39])[C@H:37]([OH:44])[C@@H:36]([CH2:49][OH:50])[O:35]2)=[CH:23][C:6]=1[CH2:7][C:8]1[CH:22]=[CH:21][C:11]([O:12][CH2:13][CH2:14][O:15][C@H:16]2[CH2:20][CH2:19][O:18][CH2:17]2)=[CH:10][CH:9]=1, predict the reactants needed to synthesize it. The reactants are: Br[C:2]1[CH:3]=[CH:4][C:5]([Cl:24])=[C:6]([CH:23]=1)[CH2:7][C:8]1[CH:22]=[CH:21][C:11]([O:12][CH2:13][CH2:14][O:15][C@H:16]2[CH2:20][CH2:19][O:18][CH2:17]2)=[CH:10][CH:9]=1.[CH2:25]([Li])CCC.C[Si](C)(C)[O:32][C@@H:33]1[C@@H:38]([O:39][Si](C)(C)C)[C@H:37]([O:44][Si](C)(C)C)[C@@H:36]([CH2:49][O:50][Si](C)(C)C)[O:35][C:34]1=[O:55].CS(O)(=O)=O. (3) Given the product [CH:23]1([C:26]([N:6]2[C:2]([CH3:1])=[CH:3][C:4]([NH:7][C:8](=[O:15])[C:9]3[CH:14]=[CH:13][CH:12]=[N:11][CH:10]=3)=[N:5]2)=[O:27])[CH2:25][CH2:24]1, predict the reactants needed to synthesize it. The reactants are: [CH3:1][C:2]1[NH:6][N:5]=[C:4]([NH:7][C:8](=[O:15])[C:9]2[CH:14]=[CH:13][CH:12]=[N:11][CH:10]=2)[CH:3]=1.C(N(CC)CC)C.[CH:23]1([C:26](Cl)=[O:27])[CH2:25][CH2:24]1. (4) The reactants are: [CH:1]1[CH:2]=[CH:3][C:4]2[NH:11][C:9](=[O:10])[CH:8]=[C:7]([CH2:12][CH:13]([NH:17][C:18]([C:20]3[CH:21]=[CH:22][C:23]([Cl:26])=[CH:24][CH:25]=3)=[O:19])[C:14]([OH:16])=[O:15])[C:5]=2[CH:6]=1. Given the product [CH3:9][OH:10].[CH:1]1[CH:2]=[CH:3][C:4]2[NH:11][C:9](=[O:10])[CH:8]=[C:7]([CH2:12][CH:13]([NH:17][C:18]([C:20]3[CH:25]=[CH:24][C:23]([Cl:26])=[CH:22][CH:21]=3)=[O:19])[C:14]([OH:16])=[O:15])[C:5]=2[CH:6]=1, predict the reactants needed to synthesize it.